This data is from Reaction yield outcomes from USPTO patents with 853,638 reactions. The task is: Predict the reaction yield, written as a fraction of the theoretical maximum amount of product (1.0 means a 100% yield; for example, 0.34 means a 34% yield). (1) The reactants are [CH3:1][C:2]1[C:16](=[O:17])[N:15]=[C:14]2[N:4]([C@@H:5]3[O:9][C@H:8]([CH2:10][OH:11])[C@@H:7]([OH:12])[C@@H:6]3[O:13]2)[CH:3]=1.[CH3:18][O:19][CH2:20][CH2:21][O:22]B([O:22][CH2:21][CH2:20][O:19][CH3:18])[O:22][CH2:21][CH2:20][O:19][CH3:18]. The catalyst is COCCO. The product is [CH3:18][O:19][CH2:20][CH2:21][O:22][C@@H:6]1[C@H:7]([OH:12])[C@@H:8]([CH2:10][OH:11])[O:9][C@H:5]1[N:4]1[CH:3]=[C:2]([CH3:1])[C:16](=[O:17])[NH:15][C:14]1=[O:13]. The yield is 0.630. (2) The reactants are [N:1]([CH2:4][CH2:5][CH:6]([CH2:12][CH2:13][N:14]=[N+]=[N-])[CH2:7][CH2:8][N:9]=[N+]=[N-])=[N+]=[N-].[H][H]. The product is [NH2:1][CH2:4][CH2:5][CH:6]([CH2:12][CH2:13][NH2:14])[CH2:7][CH2:8][NH2:9]. The yield is 1.00. The catalyst is C(O)C.[Pd]. (3) The reactants are [F:1][C:2]1[CH:7]=[CH:6][CH:5]=[C:4]([O:8][CH3:9])[C:3]=1[OH:10].F[C:12]1[CH:17]=[CH:16][CH:15]=[CH:14][C:13]=1[N+:18]([O-:20])=[O:19].FC1C=CC=C([O:36][CH3:37])C=1OC1C=CC=CC=1N.[NH2:38][C:39]1[S:40][CH:41]=[CH:42][N:43]=1. No catalyst specified. The product is [F:1][C:2]1[CH:7]=[CH:6][CH:5]=[C:4]([O:8][CH3:9])[C:3]=1[O:10][C:12]1[CH:17]=[CH:16][CH:15]=[CH:14][C:13]=1[N+:18]([O-:20])=[O:19].[S:40]1[CH:41]=[CH:42][N:43]=[C:39]1[NH:38][C:37](=[O:36])[NH2:18]. The yield is 0.640. (4) The reactants are [NH2:1][C:2]1[CH:7]=[CH:6][C:5]([S:8]([NH:11][C:12]2[S:13][C:14]([CH3:17])=[N:15][N:16]=2)(=[O:10])=[O:9])=[CH:4][CH:3]=1.[C:18](Cl)(=[O:28])[CH2:19][CH2:20][CH2:21][CH2:22][CH2:23][CH2:24][CH2:25][CH2:26][CH3:27].Cl. The catalyst is N1C=CC=CC=1. The product is [CH3:17][C:14]1[S:13][C:12]([NH:11][S:8]([C:5]2[CH:6]=[CH:7][C:2]([NH:1][C:18](=[O:28])[CH2:19][CH2:20][CH2:21][CH2:22][CH2:23][CH2:24][CH2:25][CH2:26][CH3:27])=[CH:3][CH:4]=2)(=[O:10])=[O:9])=[N:16][N:15]=1. The yield is 0.950. (5) The reactants are [OH:1][C@@H:2]([C@@H:14]([NH:19][C:20](=[O:43])[O:21][C@H:22]([CH2:27][N:28]1[CH:32]=[C:31]([C:33]2[CH:38]=[CH:37][C:36]([C:39]([F:42])([F:41])[F:40])=[CH:35][CH:34]=2)[N:30]=[CH:29]1)[C:23]([CH3:26])([CH3:25])[CH3:24])[CH2:15][CH2:16][CH2:17][CH3:18])[CH2:3][NH:4][S:5]([C:8]1[CH:13]=[CH:12][CH:11]=[CH:10][N:9]=1)(=[O:7])=[O:6].O[C@H]([C@@H](NC(=O)O[C@H](CN1C=C(C2C=CC(C(F)(F)F)=CC=2)N=C1)C(C)(C)C)CCCC)CNS(C1C=CC=CN=1)(=O)=O.CC(OI1(OC(C)=O)(OC(C)=O)OC(=O)C2C=CC=CC1=2)=O.S([O-])([O-])(=O)=S.[Na+].[Na+].C(=O)(O)[O-].[Na+]. The catalyst is C(Cl)(Cl)Cl.C(OCC)(=O)C. The product is [N:9]1[CH:10]=[CH:11][CH:12]=[CH:13][C:8]=1[S:5]([NH:4][CH2:3][C:2]([C@@H:14]([NH:19][C:20](=[O:43])[O:21][C@H:22]([CH2:27][N:28]1[CH:32]=[C:31]([C:33]2[CH:38]=[CH:37][C:36]([C:39]([F:42])([F:41])[F:40])=[CH:35][CH:34]=2)[N:30]=[CH:29]1)[C:23]([CH3:25])([CH3:26])[CH3:24])[CH2:15][CH2:16][CH2:17][CH3:18])=[O:1])(=[O:6])=[O:7]. The yield is 0.480.